This data is from Peptide-MHC class I binding affinity with 185,985 pairs from IEDB/IMGT. The task is: Regression. Given a peptide amino acid sequence and an MHC pseudo amino acid sequence, predict their binding affinity value. This is MHC class I binding data. (1) The peptide sequence is RVRAYTYSK. The MHC is HLA-B57:01 with pseudo-sequence HLA-B57:01. The binding affinity (normalized) is 0. (2) The peptide sequence is GQTVEMSPF. The MHC is HLA-B07:02 with pseudo-sequence HLA-B07:02. The binding affinity (normalized) is 0.213. (3) The peptide sequence is ERYLKDQQL. The MHC is HLA-A26:01 with pseudo-sequence HLA-A26:01. The binding affinity (normalized) is 0. (4) The peptide sequence is YLHDPLTPY. The MHC is HLA-A26:03 with pseudo-sequence HLA-A26:03. The binding affinity (normalized) is 0.470. (5) The peptide sequence is LPADPASVL. The MHC is HLA-B58:01 with pseudo-sequence HLA-B58:01. The binding affinity (normalized) is 0.0847.